This data is from Reaction yield outcomes from USPTO patents with 853,638 reactions. The task is: Predict the reaction yield, written as a fraction of the theoretical maximum amount of product (1.0 means a 100% yield; for example, 0.34 means a 34% yield). The reactants are C([N:8]1[CH2:13][CH2:12][C:11]([NH:16][C:17]([O:19][C:20]([CH3:23])([CH3:22])[CH3:21])=[O:18])([CH2:14][CH3:15])[CH2:10][CH2:9]1)C1C=CC=CC=1.[H][H]. The catalyst is C(O)C.[Pd]. The product is [C:20]([O:19][C:17]([NH:16][C:11]1([CH2:14][CH3:15])[CH2:10][CH2:9][NH:8][CH2:13][CH2:12]1)=[O:18])([CH3:23])([CH3:22])[CH3:21]. The yield is 0.940.